From a dataset of Full USPTO retrosynthesis dataset with 1.9M reactions from patents (1976-2016). Predict the reactants needed to synthesize the given product. Given the product [Br:1][C:2]1[N:7]2[CH:8]=[CH:9][N:10]=[C:6]2[C:5]([NH:24][C:21]2[CH:20]=[CH:19][C:18]([N:12]3[CH2:13][CH2:14][O:15][CH2:16][CH2:17]3)=[CH:23][N:22]=2)=[N:4][CH:3]=1, predict the reactants needed to synthesize it. The reactants are: [Br:1][C:2]1[N:7]2[CH:8]=[CH:9][N:10]=[C:6]2[C:5](Br)=[N:4][CH:3]=1.[N:12]1([C:18]2[CH:19]=[CH:20][C:21]([NH2:24])=[N:22][CH:23]=2)[CH2:17][CH2:16][O:15][CH2:14][CH2:13]1.CC([O-])(C)C.[Na+].CC1(C)C2C(=C(P(C3C=CC=CC=3)C3C=CC=CC=3)C=CC=2)OC2C(P(C3C=CC=CC=3)C3C=CC=CC=3)=CC=CC1=2.